From a dataset of Full USPTO retrosynthesis dataset with 1.9M reactions from patents (1976-2016). Predict the reactants needed to synthesize the given product. (1) Given the product [Cl:20][C:10]1[C:9]([N:6]([CH2:7][CH3:8])[C:4](=[O:5])[CH2:3][CH2:2][S:29][CH2:28][CH2:27][C:26]([F:31])([F:30])[F:25])=[CH:13][N:12]([C:14]2[CH:15]=[N:16][CH:17]=[CH:18][CH:19]=2)[N:11]=1, predict the reactants needed to synthesize it. The reactants are: Cl[CH2:2][CH2:3][C:4]([N:6]([C:9]1[C:10]([Cl:20])=[N:11][N:12]([C:14]2[CH:15]=[N:16][CH:17]=[CH:18][CH:19]=2)[CH:13]=1)[CH2:7][CH3:8])=[O:5].CO.[OH-].[K+].[F:25][C:26]([F:31])([F:30])[CH2:27][CH2:28][SH:29]. (2) Given the product [C:26]([O:25][C:23]([N:21]1[CH:22]=[C:18]([C:9]2[N:10]([C:11]([O:13][C:14]([CH3:17])([CH3:16])[CH3:15])=[O:12])[C:4]3[CH:3]=[C:2]([NH:39][C:34]4[CH:35]=[CH:36][CH:37]=[CH:38][C:33]=4[O:32][CH2:30][CH3:31])[N:7]=[CH:6][C:5]=3[CH:8]=2)[CH:19]=[N:20]1)=[O:24])([CH3:27])([CH3:29])[CH3:28], predict the reactants needed to synthesize it. The reactants are: Br[C:2]1[N:7]=[CH:6][C:5]2[CH:8]=[C:9]([C:18]3[CH:19]=[N:20][N:21]([C:23]([O:25][C:26]([CH3:29])([CH3:28])[CH3:27])=[O:24])[CH:22]=3)[N:10]([C:11]([O:13][C:14]([CH3:17])([CH3:16])[CH3:15])=[O:12])[C:4]=2[CH:3]=1.[CH2:30]([O:32][C:33]1[CH:38]=[CH:37][CH:36]=[CH:35][C:34]=1[NH2:39])[CH3:31]. (3) Given the product [Br:15][C:10]1[CH:11]=[CH:12][CH:13]=[C:14]2[C:9]=1[C:8]1([CH2:19][O:18][C:17]3[CH:20]=[C:21]4[C:25](=[CH:26][C:16]1=3)[CH2:24][C:23]([CH3:28])([CH3:27])[O:22]4)[C:7](=[O:29])[N:6]2[CH2:5][C:4]([OH:30])=[O:3], predict the reactants needed to synthesize it. The reactants are: C([O:3][C:4](=[O:30])[CH2:5][N:6]1[C:14]2[C:9](=[C:10]([Br:15])[CH:11]=[CH:12][CH:13]=2)[C:8]2([CH2:19][O:18][C:17]3[CH:20]=[C:21]4[C:25](=[CH:26][C:16]2=3)[CH2:24][C:23]([CH3:28])([CH3:27])[O:22]4)[C:7]1=[O:29])C.C(OC(=O)CN1C2C(=CC=CC=2)C2(C3=CC4OCOC=4C=C3OC2)C1=O)C. (4) The reactants are: [Cl:1][C:2]1[C:3]([C:9]2[C:17]3[C:13](=[CH:14][N:15]([CH3:18])[N:16]=3)[CH:12]=[CH:11][CH:10]=2)=[N:4][CH:5]=[C:6]([Cl:8])[CH:7]=1.Cl. Given the product [ClH:1].[Cl:1][C:2]1[C:3]([C:9]2[C:17]3[C:13](=[CH:14][N:15]([CH3:18])[N:16]=3)[CH:12]=[CH:11][CH:10]=2)=[N:4][CH:5]=[C:6]([Cl:8])[CH:7]=1, predict the reactants needed to synthesize it. (5) Given the product [CH3:18][C:16]1[N:15]=[C:14]([NH2:19])[CH:13]=[C:12]([C:5]2[C:4]3[C:9](=[CH:10][N:11]=[C:2]([B:32]4[O:36][C:35]([CH3:38])([CH3:37])[C:34]([CH3:40])([CH3:39])[O:33]4)[CH:3]=3)[N:8]=[CH:7][CH:6]=2)[CH:17]=1, predict the reactants needed to synthesize it. The reactants are: Cl[C:2]1[CH:3]=[C:4]2[C:9](=[CH:10][N:11]=1)[N:8]=[CH:7][CH:6]=[C:5]2[C:12]1[CH:17]=[C:16]([CH3:18])[N:15]=[C:14]([NH:19]C(=O)OC(C)(C)C)[CH:13]=1.C([O-])(=O)C.[K+].[B:32]1([B:32]2[O:36][C:35]([CH3:38])([CH3:37])[C:34]([CH3:40])([CH3:39])[O:33]2)[O:36][C:35]([CH3:38])([CH3:37])[C:34]([CH3:40])([CH3:39])[O:33]1.C1(P(C2CCCCC2)C2CCCCC2)CCCCC1. (6) The reactants are: [O:1]=[C:2]([C:6]1[S:7][CH:8]=[CH:9][CH:10]=1)[C:3](Cl)=[O:4].[CH3:11][N:12]1[CH2:17][CH2:16][CH:15]([CH2:18][OH:19])[CH2:14][CH2:13]1. Given the product [CH3:11][N:12]1[CH2:17][CH2:16][CH:15]([CH2:18][O:19][C:3](=[O:4])[C:2](=[O:1])[C:6]2[S:7][CH:8]=[CH:9][CH:10]=2)[CH2:14][CH2:13]1, predict the reactants needed to synthesize it. (7) Given the product [C:1]([O:5][C:6](=[O:35])[NH:7][C:8]1([C:12]2[CH:17]=[CH:16][C:15]([C:18]3[C:27]([C:28]4[CH:33]=[CH:32][CH:31]=[CH:30][CH:29]=4)=[CH:26][C:25]4[CH2:24][N:23]([CH2:36][CH3:37])[CH2:22][CH2:21][C:20]=4[N:19]=3)=[CH:14][CH:13]=2)[CH2:11][CH2:10][CH2:9]1)([CH3:4])([CH3:3])[CH3:2], predict the reactants needed to synthesize it. The reactants are: [C:1]([O:5][C:6](=[O:35])[NH:7][C:8]1([C:12]2[CH:17]=[CH:16][C:15]([C:18]3[C:27]([C:28]4[CH:33]=[CH:32][CH:31]=[CH:30][CH:29]=4)=[CH:26][C:25]4[C:24](=S)[NH:23][CH2:22][CH2:21][C:20]=4[N:19]=3)=[CH:14][CH:13]=2)[CH2:11][CH2:10][CH2:9]1)([CH3:4])([CH3:3])[CH3:2].[CH2:36](O)[CH3:37].